From a dataset of CYP2D6 inhibition data for predicting drug metabolism from PubChem BioAssay. Regression/Classification. Given a drug SMILES string, predict its absorption, distribution, metabolism, or excretion properties. Task type varies by dataset: regression for continuous measurements (e.g., permeability, clearance, half-life) or binary classification for categorical outcomes (e.g., BBB penetration, CYP inhibition). Dataset: cyp2d6_veith. (1) The molecule is O=C(c1csnn1)N1CCC[C@@]2(CCN(c3ccccc3)C2)C1. The result is 0 (non-inhibitor). (2) The drug is CN(C(=O)CN(CCO)CC(=O)N(C)C(C)(C)Cc1ccccc1)C(C)(C)Cc1ccccc1. The result is 1 (inhibitor). (3) The molecule is CCC/C=C(\CCC)C(NC(=O)C(C)(C)C)c1ccc(C(=O)OC)cc1. The result is 0 (non-inhibitor).